Dataset: Full USPTO retrosynthesis dataset with 1.9M reactions from patents (1976-2016). Task: Predict the reactants needed to synthesize the given product. (1) Given the product [CH:37]1[CH:38]=[C:29]2[CH:27]=[C:46]3[C:41](=[C:40]([C:39]([OH:48])=[O:47])[C:30]2=[CH:31][CH:32]=1)[CH:42]=[CH:43][CH:44]=[CH:45]3, predict the reactants needed to synthesize it. The reactants are: CCCCC1C(=O)N(C2C=CC=CC=2)N(C2C=CC=CC=2)C1=O.OC([CH:27]([C:29]1[CH:38]=[CH:37][C:32](CC(C)C)=[CH:31][CH:30]=1)C)=O.[C:39]([OH:48])(=[O:47])[CH2:40][CH2:41][CH2:42][CH2:43][CH2:44][CH2:45][CH3:46].CC(OC1C=CC=CC=1C(O)=O)=O.N[C@H](C(O)=O)CC1C2C(=CC=CC=2)NC=1. (2) Given the product [CH2:1]([O:8][C:9]([NH:11][C@H:12]1[CH2:13][CH2:14][C@H:15]([C@H:18]([NH:22][C:23]([O:25][C:26]([CH3:29])([CH3:27])[CH3:28])=[O:24])[C:19]([N:30]2[CH2:37][CH2:36][CH2:35][C@H:31]2[C:32]([NH2:34])=[O:33])=[O:20])[CH2:16][CH2:17]1)=[O:10])[C:2]1[CH:7]=[CH:6][CH:5]=[CH:4][CH:3]=1, predict the reactants needed to synthesize it. The reactants are: [CH2:1]([O:8][C:9]([NH:11][C@H:12]1[CH2:17][CH2:16][C@H:15]([C@H:18]([NH:22][C:23]([O:25][C:26]([CH3:29])([CH3:28])[CH3:27])=[O:24])[C:19](O)=[O:20])[CH2:14][CH2:13]1)=[O:10])[C:2]1[CH:7]=[CH:6][CH:5]=[CH:4][CH:3]=1.[NH:30]1[CH2:37][CH2:36][CH2:35][C@H:31]1[C:32]([NH2:34])=[O:33].OC1C2N=NNC=2C=CC=1.Cl.CN(C)CCCN=C=NCC.C([O-])(O)=O.[Na+]. (3) Given the product [Br:1][C:2]1[CH:11]=[CH:10][C:9]2[N:8]=[CH:7][C:6]3[N:12]([S:39]([C:35]4[S:34][CH:38]=[CH:37][CH:36]=4)(=[O:41])=[O:40])[C:13](=[O:26])[N:14]([C:15]4[CH:20]=[CH:19][C:18]([C:21]([CH3:24])([CH3:25])[C:22]#[N:23])=[CH:17][CH:16]=4)[C:5]=3[C:4]=2[CH:3]=1, predict the reactants needed to synthesize it. The reactants are: [Br:1][C:2]1[CH:11]=[CH:10][C:9]2[N:8]=[CH:7][C:6]3[NH:12][C:13](=[O:26])[N:14]([C:15]4[CH:20]=[CH:19][C:18]([C:21]([CH3:25])([CH3:24])[C:22]#[N:23])=[CH:17][CH:16]=4)[C:5]=3[C:4]=2[CH:3]=1.C(N(CC)CC)C.[S:34]1[CH:38]=[CH:37][CH:36]=[C:35]1[S:39](Cl)(=[O:41])=[O:40].O. (4) Given the product [Br:1][C:2]1[CH:22]=[CH:21][C:5]([CH2:6][O:7][CH2:8][C:9]([F:19])([F:20])[CH2:10][OH:11])=[CH:4][CH:3]=1, predict the reactants needed to synthesize it. The reactants are: [Br:1][C:2]1[CH:22]=[CH:21][C:5]([CH2:6][O:7][CH2:8][C:9]([F:20])([F:19])[CH2:10][O:11][Si](C(C)(C)C)(C)C)=[CH:4][CH:3]=1.CCCC[N+](CCCC)(CCCC)CCCC.[F-]. (5) Given the product [Cl:31][CH:8]1[CH2:7][CH2:6][C:5]2[C:10](=[CH:11][CH:12]=[C:3]([O:2][CH3:1])[CH:4]=2)[C:9]1=[O:13], predict the reactants needed to synthesize it. The reactants are: [CH3:1][O:2][C:3]1[CH:4]=[C:5]2[C:10](=[CH:11][CH:12]=1)[C:9](=[O:13])[CH2:8][CH2:7][CH2:6]2.C(NC(C)C)(C)C.[Li].C1(C)C=CC(S([Cl:31])(=O)=O)=CC=1. (6) Given the product [OH:51][CH2:50][C:10]([N:9]1[CH:4]2[CH2:5][CH2:6][CH:7]1[CH2:8][CH:2]([O:1][C:18]1[CH:25]=[CH:24][C:23]([C:26]3[N:31]=[C:30]([NH:32][C:33]4[CH:38]=[CH:37][C:36]([N:39]5[CH2:44][CH2:43][N:42]([CH:45]6[CH2:48][O:47][CH2:46]6)[CH2:41][CH2:40]5)=[CH:35][CH:34]=4)[N:29]=[CH:28][N:27]=3)=[CH:22][C:19]=1[C:20]#[N:21])[CH2:3]2)=[O:12], predict the reactants needed to synthesize it. The reactants are: [OH:1][CH:2]1[CH2:8][CH:7]2[N:9]([C:10]([O:12]C(C)(C)C)=O)[CH:4]([CH2:5][CH2:6]2)[CH2:3]1.F[C:18]1[CH:25]=[CH:24][C:23]([C:26]2[N:31]=[C:30]([NH:32][C:33]3[CH:38]=[CH:37][C:36]([N:39]4[CH2:44][CH2:43][N:42]([CH:45]5[CH2:48][O:47][CH2:46]5)[CH2:41][CH2:40]4)=[CH:35][CH:34]=3)[N:29]=[CH:28][N:27]=2)=[CH:22][C:19]=1[C:20]#[N:21].C(O)(=O)[CH2:50][OH:51]. (7) Given the product [Cl:1][C:2]1[CH:3]=[CH:4][C:5]([CH2:6][NH:7][C:8]([C:10]2[CH:11]=[C:12]3[C:13]([C:14](=[O:16])[N:33]([C:28]4[CH:29]=[N:30][CH:31]=[CH:32][N:27]=4)[C:21](=[S:22])[NH:20]3)=[CH:18][CH:19]=2)=[O:9])=[CH:23][CH:24]=1, predict the reactants needed to synthesize it. The reactants are: [Cl:1][C:2]1[CH:24]=[CH:23][C:5]([CH2:6][NH:7][C:8]([C:10]2[CH:19]=[CH:18][C:13]([C:14]([O:16]C)=O)=[C:12]([N:20]=[C:21]=[S:22])[CH:11]=2)=[O:9])=[CH:4][CH:3]=1.[H-].[Na+].[N:27]1[CH:32]=[CH:31][N:30]=[CH:29][C:28]=1[NH2:33]. (8) The reactants are: [CH3:1][S:2]([CH2:5][C:6]1[CH:11]=[CH:10][C:9]([N+:12]([O-])=O)=[CH:8][CH:7]=1)(=[O:4])=[O:3].C([O-])=O.[NH4+]. Given the product [CH3:1][S:2]([CH2:5][C:6]1[CH:11]=[CH:10][C:9]([NH2:12])=[CH:8][CH:7]=1)(=[O:3])=[O:4], predict the reactants needed to synthesize it. (9) Given the product [NH2:17][C:16]1[N:15]=[CH:14][N:13]=[C:12]2[N:8]([C:5]3[CH:6]=[CH:7][C:2]([NH:1][C:24]([C:20]4[N:19]([CH3:18])[CH:23]=[CH:22][N:21]=4)=[O:25])=[CH:3][CH:4]=3)[N:9]=[CH:10][C:11]=12, predict the reactants needed to synthesize it. The reactants are: [NH2:1][C:2]1[CH:7]=[CH:6][C:5]([N:8]2[C:12]3=[N:13][CH:14]=[N:15][C:16]([NH2:17])=[C:11]3[CH:10]=[N:9]2)=[CH:4][CH:3]=1.[CH3:18][N:19]1[CH:23]=[CH:22][N:21]=[C:20]1[C:24](O)=[O:25].Cl.CN(C)CCCN=C=NCC.ON1C2C=CC=CC=2N=N1.